Task: Predict the reaction yield, written as a fraction of the theoretical maximum amount of product (1.0 means a 100% yield; for example, 0.34 means a 34% yield).. Dataset: Reaction yield outcomes from USPTO patents with 853,638 reactions (1) The reactants are [F:1][C:2]1[CH:7]=[CH:6][C:5]([C:8]2[C:16]([C:17](=O)[CH:18]([CH3:20])[CH3:19])=[C:11]3[CH:12]=[CH:13][CH:14]=[CH:15][N:10]3[N:9]=2)=[CH:4][CH:3]=1.Cl.[NH2:23][OH:24].[OH-].[Na+].Cl. The catalyst is CCO.O. The product is [F:1][C:2]1[CH:7]=[CH:6][C:5]([C:8]2[C:16]([C:17](=[N:23][OH:24])[CH:18]([CH3:20])[CH3:19])=[C:11]3[CH:12]=[CH:13][CH:14]=[CH:15][N:10]3[N:9]=2)=[CH:4][CH:3]=1. The yield is 0.670. (2) The reactants are [N:1]([CH2:4][CH2:5][CH2:6][C:7]1([O:13][Si:14]([C:17]([CH3:20])([CH3:19])[CH3:18])([CH3:16])[CH3:15])[CH2:12][CH2:11][CH2:10][CH2:9][CH2:8]1)=[N+]=[N-]. The catalyst is [Pd].C(O)C. The product is [Si:14]([O:13][C:7]1([CH2:6][CH2:5][CH2:4][NH2:1])[CH2:12][CH2:11][CH2:10][CH2:9][CH2:8]1)([C:17]([CH3:20])([CH3:19])[CH3:18])([CH3:16])[CH3:15]. The yield is 1.02.